This data is from Full USPTO retrosynthesis dataset with 1.9M reactions from patents (1976-2016). The task is: Predict the reactants needed to synthesize the given product. (1) The reactants are: Br[C:2]1[CH:7]=[CH:6][CH:5]=[C:4]([Br:8])[N:3]=1.FC(F)(F)S(O[C:15]1[C@@H:16]2[CH2:21][C@H:18]([CH2:19][CH:20]=1)[C:17]2([CH3:23])[CH3:22])(=O)=O. Given the product [Br:8][C:4]1[CH:5]=[CH:6][CH:7]=[C:2]([C:15]2[C@@H:16]3[CH2:21][C@H:18]([CH2:19][CH:20]=2)[C:17]3([CH3:23])[CH3:22])[N:3]=1, predict the reactants needed to synthesize it. (2) Given the product [C:1]([N:5]1[C:9]([C:10]2[CH:15]=[CH:14][N:13]=[C:12]([C:21]3[CH:26]=[CH:25][CH:24]=[CH:23][CH:22]=3)[N:11]=2)=[CH:8][C:7]([C:18]([NH2:20])=[O:19])=[N:6]1)([CH3:4])([CH3:3])[CH3:2], predict the reactants needed to synthesize it. The reactants are: [C:1]([N:5]1[C:9]([C:10]2[CH:15]=[CH:14][N:13]=[C:12](SC)[N:11]=2)=[CH:8][C:7]([C:18]([NH2:20])=[O:19])=[N:6]1)([CH3:4])([CH3:3])[CH3:2].[C:21]1(B(O)O)[CH:26]=[CH:25][CH:24]=[CH:23][CH:22]=1. (3) Given the product [Br:1][C:2]1[C:11]2[C:6](=[CH:7][CH:8]=[CH:9][CH:10]=2)[CH:5]=[C:4]([C:12]#[N:13])[CH:3]=1, predict the reactants needed to synthesize it. The reactants are: [Br:1][C:2]1[C:11]2[CH2:10][CH2:9][CH2:8][CH2:7][C:6]=2[CH:5]=[C:4]([C:12]#[N:13])[CH:3]=1.